This data is from Forward reaction prediction with 1.9M reactions from USPTO patents (1976-2016). The task is: Predict the product of the given reaction. (1) Given the reactants [F:1][C:2]1[CH:7]=[C:6]([C:8]2[C:13]3=[N:14][S:15](=[O:19])(=[O:18])[CH2:16][CH2:17][N:12]3[CH:11]=[CH:10][CH:9]=2)[CH:5]=[CH:4][C:3]=1[C:20]1[CH:25]=[CH:24][CH:23]=[CH:22][CH:21]=1, predict the reaction product. The product is: [F:1][C:2]1[CH:7]=[C:6]([CH:8]2[C:13]3=[N:14][S:15](=[O:18])(=[O:19])[CH2:16][CH2:17][N:12]3[CH2:11][CH2:10][CH2:9]2)[CH:5]=[CH:4][C:3]=1[C:20]1[CH:21]=[CH:22][CH:23]=[CH:24][CH:25]=1. (2) Given the reactants [NH2:1][C:2]1[CH:3]=[C:4]([CH:10]=[CH:11][C:12]=1C1(N)CCCCC1)[C:5]([O:7][CH2:8][CH3:9])=[O:6].[CH:20]([C:22]1[CH:32]=[CH:31][C:25]([O:26][CH2:27][C:28]([OH:30])=[O:29])=[CH:24][CH:23]=1)=O.OOS([O-])=O.[K+], predict the reaction product. The product is: [CH2:8]([O:7][C:5]([C:4]1[CH:10]=[CH:11][C:12]2[N:1]([CH:2]3[CH2:3][CH2:4][CH2:10][CH2:11][CH2:12]3)[C:20]([C:22]3[CH:32]=[CH:31][C:25]([O:26][CH2:27][C:28]([OH:30])=[O:29])=[CH:24][CH:23]=3)=[N:1][C:2]=2[CH:3]=1)=[O:6])[CH3:9].